From a dataset of Catalyst prediction with 721,799 reactions and 888 catalyst types from USPTO. Predict which catalyst facilitates the given reaction. (1) Product: [Cl:18][C:3](=[O:4])[CH2:2][C:1]([O:7][CH2:8][C:9]1[CH:14]=[CH:13][CH:12]=[CH:11][CH:10]=1)=[O:6]. The catalyst class is: 306. Reactant: [C:1]([O:7][CH2:8][C:9]1[CH:14]=[CH:13][CH:12]=[CH:11][CH:10]=1)(=[O:6])[CH2:2][C:3]([O-])=[O:4].C(Cl)(=O)C([Cl:18])=O. (2) Reactant: [C:1]([O:4][CH2:5][C:6]1([CH2:18][CH2:19][CH:20]([CH3:22])[CH3:21])[C:15]2[C:10](=[CH:11][CH:12]=[CH:13][CH:14]=2)[CH2:9][CH:8]=[C:7]1[O:16][CH3:17])(=[O:3])[CH3:2].[Cr](O[Cr]([O-])(=O)=O)([O-])(=O)=[O:24].[NH+]1C=CC=CC=1.[NH+]1C=CC=CC=1.C(OOC(C)(C)C)(C)(C)C.O. Product: [C:1]([O:4][CH2:5][C:6]1([CH2:18][CH2:19][CH:20]([CH3:22])[CH3:21])[C:15]2[C:10](=[CH:11][CH:12]=[CH:13][CH:14]=2)[C:9](=[O:24])[CH:8]=[C:7]1[O:16][CH3:17])(=[O:3])[CH3:2]. The catalyst class is: 48. (3) Reactant: [CH2:1]([NH:4][C@H:5]1[C:13]2[C:8](=[CH:9][CH:10]=[CH:11][CH:12]=2)[CH2:7][CH2:6]1)[CH:2]=[CH2:3].[Cl:14][CH2:15][C:16]([CH3:21])([CH3:20])[C:17](Cl)=[O:18]. Product: [CH2:1]([N:4]([C@H:5]1[C:13]2[C:8](=[CH:9][CH:10]=[CH:11][CH:12]=2)[CH2:7][CH2:6]1)[C:17](=[O:18])[C:16]([CH3:21])([CH3:20])[CH2:15][Cl:14])[CH:2]=[CH2:3]. The catalyst class is: 2. (4) Product: [Cl:1][C:2]1[S:6][C:5]([C:7]2[C:11]([I:13])=[C:10]([CH3:12])[NH:9][N:8]=2)=[CH:4][CH:3]=1. The catalyst class is: 9. Reactant: [Cl:1][C:2]1[S:6][C:5]([C:7]2[CH:11]=[C:10]([CH3:12])[NH:9][N:8]=2)=[CH:4][CH:3]=1.[I:13]N1C(=O)CCC1=O.S([O-])([O-])(=O)=S.[Na+].[Na+].C(=O)([O-])[O-].[Na+].[Na+].